Dataset: Reaction yield outcomes from USPTO patents with 853,638 reactions. Task: Predict the reaction yield, written as a fraction of the theoretical maximum amount of product (1.0 means a 100% yield; for example, 0.34 means a 34% yield). (1) The reactants are [CH3:1][O:2][C:3]1[CH:8]=[CH:7][C:6]([C@H:9]([NH2:11])[CH3:10])=[CH:5][CH:4]=1.[N:12]1[CH:17]=[CH:16][CH:15]=[CH:14][C:13]=1[CH:18]=O.C(O[BH-](OC(=O)C)OC(=O)C)(=O)C.[Na+]. No catalyst specified. The product is [CH3:1][O:2][C:3]1[CH:8]=[CH:7][C:6]([C@H:9]([NH:11][CH2:18][C:13]2[CH:14]=[CH:15][CH:16]=[CH:17][N:12]=2)[CH3:10])=[CH:5][CH:4]=1. The yield is 0.872. (2) The reactants are [CH3:1][O:2][C:3](=[O:16])[CH:4]=[CH:5][C:6]1[CH:11]=[CH:10][C:9](Cl)=[C:8]([N+:13]([O-:15])=[O:14])[CH:7]=1.[CH3:17][N:18]([CH3:22])[CH2:19][CH2:20][NH2:21].C(N(CC)CC)C. The catalyst is O1CCOCC1. The product is [CH3:1][O:2][C:3](=[O:16])[CH:4]=[CH:5][C:6]1[CH:11]=[CH:10][C:9]([NH:21][CH2:20][CH2:19][N:18]([CH3:22])[CH3:17])=[C:8]([N+:13]([O-:15])=[O:14])[CH:7]=1. The yield is 0.842.